The task is: Predict the reactants needed to synthesize the given product.. This data is from Full USPTO retrosynthesis dataset with 1.9M reactions from patents (1976-2016). (1) Given the product [CH2:1]([C:8]1[CH:9]=[CH:10][C:11]([O:12][CH2:13][CH2:14][CH2:15][N:16]2[C:20]([CH3:21])=[CH:19][CH:18]=[C:17]2[C:22]2[CH:23]=[CH:24][C:25]([O:26][C@H:27]([CH2:33][C:34]3[CH:35]=[CH:36][CH:37]=[CH:38][CH:39]=3)[C:28]([OH:30])=[O:29])=[CH:40][CH:41]=2)=[CH:42][CH:43]=1)[C:2]1[CH:3]=[CH:4][CH:5]=[CH:6][CH:7]=1, predict the reactants needed to synthesize it. The reactants are: [CH2:1]([C:8]1[CH:43]=[CH:42][C:11]([O:12][CH2:13][CH2:14][CH2:15][N:16]2[C:20]([CH3:21])=[CH:19][CH:18]=[C:17]2[C:22]2[CH:41]=[CH:40][C:25]([O:26][C@H:27]([CH2:33][C:34]3[CH:39]=[CH:38][CH:37]=[CH:36][CH:35]=3)[C:28]([O:30]CC)=[O:29])=[CH:24][CH:23]=2)=[CH:10][CH:9]=1)[C:2]1[CH:7]=[CH:6][CH:5]=[CH:4][CH:3]=1.[OH-].[K+].Cl. (2) Given the product [ClH:17].[C:1]([C:5]1[CH:10]=[C:9]([C:11]2[CH:16]=[CH:15][C:14]([Cl:17])=[C:13]([C:18]([F:21])([F:20])[F:19])[CH:12]=2)[C:8]([OH:22])=[C:7]([CH2:23][NH:29][C:25]([CH3:28])([CH3:27])[CH3:26])[CH:6]=1)([CH3:4])([CH3:3])[CH3:2], predict the reactants needed to synthesize it. The reactants are: [C:1]([C:5]1[CH:6]=[C:7]([CH:23]=O)[C:8]([OH:22])=[C:9]([C:11]2[CH:16]=[CH:15][C:14]([Cl:17])=[C:13]([C:18]([F:21])([F:20])[F:19])[CH:12]=2)[CH:10]=1)([CH3:4])([CH3:3])[CH3:2].[C:25]([NH2:29])([CH3:28])([CH3:27])[CH3:26]. (3) Given the product [CH3:5][O:4][C:2]([N:6]1[CH2:7][CH:8]([N:10]2[C:18]([C:19]3[CH:24]=[CH:23][CH:22]=[CH:21][C:20]=3[Cl:25])=[N:17][C:16]3[C:11]2=[N:12][C:13]([CH3:34])=[N:14][C:15]=3[N:26]2[CH2:27][CH2:28][N:29]([CH2:32][CH3:33])[CH2:30][CH2:31]2)[CH2:9]1)=[O:3], predict the reactants needed to synthesize it. The reactants are: Cl[C:2]([O:4][CH3:5])=[O:3].[NH:6]1[CH2:9][CH:8]([N:10]2[C:18]([C:19]3[CH:24]=[CH:23][CH:22]=[CH:21][C:20]=3[Cl:25])=[N:17][C:16]3[C:11]2=[N:12][C:13]([CH3:34])=[N:14][C:15]=3[N:26]2[CH2:31][CH2:30][N:29]([CH2:32][CH3:33])[CH2:28][CH2:27]2)[CH2:7]1.N1C=CC=CC=1. (4) Given the product [CH3:1][C:2]1[CH:3]=[N:4][CH:5]=[CH:6][C:7]=1[CH:8]([OH:9])[CH3:10], predict the reactants needed to synthesize it. The reactants are: [CH3:1][C:2]1[CH:3]=[N:4][CH:5]=[CH:6][C:7]=1[CH:8]=[O:9].[CH3:10][Mg]Br.[Cl-].[NH4+]. (5) Given the product [OH:38][C:32]1([C:29]2[CH:30]=[CH:31][C:26]([CH2:25][O:24][CH3:23])=[CH:27][CH:28]=2)[CH2:37][CH2:36][N:35]([CH2:2][C:3]([C:5]2[CH:10]=[CH:9][C:8]([O:11][Si:12]([CH:19]([CH3:21])[CH3:20])([CH:16]([CH3:18])[CH3:17])[CH:13]([CH3:15])[CH3:14])=[C:7]([CH3:22])[CH:6]=2)=[O:4])[CH2:34][CH2:33]1, predict the reactants needed to synthesize it. The reactants are: Br[CH2:2][C:3]([C:5]1[CH:10]=[CH:9][C:8]([O:11][Si:12]([CH:19]([CH3:21])[CH3:20])([CH:16]([CH3:18])[CH3:17])[CH:13]([CH3:15])[CH3:14])=[C:7]([CH3:22])[CH:6]=1)=[O:4].[CH3:23][O:24][CH2:25][C:26]1[CH:31]=[CH:30][C:29]([C:32]2([OH:38])[CH2:37][CH2:36][NH:35][CH2:34][CH2:33]2)=[CH:28][CH:27]=1. (6) Given the product [CH2:1]([O:6][C:7](=[O:31])[C:8]1[C:13]([S:14][C:15]2[CH:16]=[CH:17][C:18]([S:21]([N:24]3[CH2:29][CH2:28][CH2:27][CH2:26][CH2:25]3)(=[O:23])=[O:22])=[CH:19][CH:20]=2)=[CH:12][N:11]=[C:10]([NH:30][S:40]([C:34]2[CH:35]=[CH:36][C:37]([Cl:39])=[CH:38][C:33]=2[Cl:32])(=[O:42])=[O:41])[CH:9]=1)[CH2:2][CH2:3][CH2:4][CH3:5], predict the reactants needed to synthesize it. The reactants are: [CH2:1]([O:6][C:7](=[O:31])[C:8]1[C:13]([S:14][C:15]2[CH:20]=[CH:19][C:18]([S:21]([N:24]3[CH2:29][CH2:28][CH2:27][CH2:26][CH2:25]3)(=[O:23])=[O:22])=[CH:17][CH:16]=2)=[CH:12][N:11]=[C:10]([NH2:30])[CH:9]=1)[CH2:2][CH2:3][CH2:4][CH3:5].[Cl:32][C:33]1[CH:38]=[C:37]([Cl:39])[CH:36]=[CH:35][C:34]=1[S:40](Cl)(=[O:42])=[O:41]. (7) Given the product [CH3:1][S:2]([N:6]1[CH:10]=[CH:9][CH:8]=[C:7]1[C:11]#[N:12])(=[O:4])=[O:3], predict the reactants needed to synthesize it. The reactants are: [CH3:1][S:2](Cl)(=[O:4])=[O:3].[NH:6]1[CH:10]=[CH:9][CH:8]=[C:7]1[C:11]#[N:12].[Cl-].[Na+].